Dataset: Forward reaction prediction with 1.9M reactions from USPTO patents (1976-2016). Task: Predict the product of the given reaction. (1) Given the reactants [CH:1]1([C:4]([N:6]2[CH2:10][CH2:9][C@@H:8]([C:11]#[N:12])[CH2:7]2)=[O:5])[CH2:3][CH2:2]1.N, predict the reaction product. The product is: [CH:1]1([C:4]([N:6]2[CH2:10][CH2:9][C@@H:8]([CH2:11][NH2:12])[CH2:7]2)=[O:5])[CH2:2][CH2:3]1. (2) Given the reactants [F:1][C:2]([F:18])([F:17])[CH2:3][CH:4]([CH3:16])[CH:5]([C:9]1[CH:14]=[CH:13][C:12]([CH3:15])=[CH:11][CH:10]=1)[C:6]([OH:8])=[O:7].ClC(Cl)(Cl)C(=N)O[C:23]([CH3:26])([CH3:25])[CH3:24].C1CCCCC1.C(OCC)(=O)C.C(=O)(O)[O-].[Na+], predict the reaction product. The product is: [F:1][C:2]([F:17])([F:18])[CH2:3][CH:4]([CH3:16])[CH:5]([C:9]1[CH:10]=[CH:11][C:12]([CH3:15])=[CH:13][CH:14]=1)[C:6]([O:8][C:23]([CH3:26])([CH3:25])[CH3:24])=[O:7]. (3) Given the reactants [H-].[H-].[H-].[H-].[Li+].[Al+3].[CH3:7][O:8][C:9]1[C:10]([O:32][CH3:33])=[CH:11][C:12]2[C:13]([C:24]3[CH:29]=[CH:28][C:27]([O:30][CH3:31])=[CH:26][CH:25]=3)=[C:14]3[C:21](=O)[N:20]([CH3:23])[CH2:19][CH2:18][N:15]3[C:16]=2[CH:17]=1.[OH-].[Na+].[ClH:36], predict the reaction product. The product is: [ClH:36].[CH3:7][O:8][C:9]1[C:10]([O:32][CH3:33])=[CH:11][C:12]2[C:13]([C:24]3[CH:29]=[CH:28][C:27]([O:30][CH3:31])=[CH:26][CH:25]=3)=[C:14]3[CH2:21][N:20]([CH3:23])[CH2:19][CH2:18][N:15]3[C:16]=2[CH:17]=1.[ClH:36].